Dataset: CYP3A4 inhibition data for predicting drug metabolism from PubChem BioAssay. Task: Regression/Classification. Given a drug SMILES string, predict its absorption, distribution, metabolism, or excretion properties. Task type varies by dataset: regression for continuous measurements (e.g., permeability, clearance, half-life) or binary classification for categorical outcomes (e.g., BBB penetration, CYP inhibition). Dataset: cyp3a4_veith. (1) The molecule is CO[C@@H]1COC(=O)[C@H](C)NC(=O)C/C=C\[C@@H](C)[C@H](OC)COC(=O)[C@H](C)NC(=O)C/C=C\[C@H]1C. The result is 0 (non-inhibitor). (2) The drug is CCc1nc(SCC(=O)N2CCCc3ccccc32)c2oc3ccccc3c2n1. The result is 1 (inhibitor). (3) The molecule is CCn1cc(C(=O)[O-])c(=O)c2ccc(C)nc21.O.[Na+]. The result is 0 (non-inhibitor). (4) The molecule is COCC(=O)N1CCC2(CC1)CN(Cc1ccc(C#N)cc1)C2. The result is 0 (non-inhibitor). (5) The compound is O=C(CSc1nnc(-c2ccccn2)n1Cc1ccco1)Nc1ccc2c(c1)OCO2. The result is 1 (inhibitor). (6) The molecule is NS(=O)(=O)c1cc(C(=O)O)c(NCc2ccco2)cc1Cl. The result is 0 (non-inhibitor). (7) The drug is COC(=O)c1c(-c2ccc3ccccc3c2)csc1NC(=O)Cc1ccc(OC)c(OC)c1. The result is 1 (inhibitor). (8) The compound is COc1ccccc1N1CCN(CCCCNC(=O)c2ccc(-c3ccc(C(C)=O)cc3)cc2)CC1. The result is 0 (non-inhibitor).